Dataset: Full USPTO retrosynthesis dataset with 1.9M reactions from patents (1976-2016). Task: Predict the reactants needed to synthesize the given product. (1) Given the product [CH3:1][O:2][C:3]1[CH:33]=[CH:32][C:6]([CH2:7][NH:8][C:9]2[C:18]([CH2:19][CH2:20][C:21]([NH:23][CH2:24][CH:25]3[CH2:30][CH2:29][CH2:28][CH2:27][CH2:26]3)=[O:22])=[CH:17][C:16]3[C:11](=[CH:12][CH:13]=[C:14]([C:36]4[CH:37]=[CH:38][CH:39]=[CH:40][C:35]=4[Cl:34])[CH:15]=3)[N:10]=2)=[CH:5][CH:4]=1, predict the reactants needed to synthesize it. The reactants are: [CH3:1][O:2][C:3]1[CH:33]=[CH:32][C:6]([CH2:7][NH:8][C:9]2[C:18]([CH2:19][CH2:20][C:21]([NH:23][CH2:24][CH:25]3[CH2:30][CH2:29][CH2:28][CH2:27][CH2:26]3)=[O:22])=[CH:17][C:16]3[C:11](=[CH:12][CH:13]=[C:14](Br)[CH:15]=3)[N:10]=2)=[CH:5][CH:4]=1.[Cl:34][C:35]1[CH:40]=[CH:39][CH:38]=[CH:37][C:36]=1B(O)O.C([O-])(=O)C.[K+].C(O)C. (2) Given the product [Br:1][C:2]1[CH:28]=[CH:27][C:5]([O:6][C:7]2[CH:12]=[CH:11][C:10]([F:13])=[CH:9][C:8]=2[NH:14][S:15]([C:18]2[CH:26]=[CH:25][C:21]([C:22]([NH:44][CH2:43][CH2:42][N:39]3[CH2:38][CH2:37][N:36]([CH2:35][C:30]4[CH:31]=[CH:32][CH:33]=[CH:34][N:29]=4)[CH2:41][CH2:40]3)=[O:24])=[CH:20][CH:19]=2)(=[O:16])=[O:17])=[CH:4][CH:3]=1, predict the reactants needed to synthesize it. The reactants are: [Br:1][C:2]1[CH:28]=[CH:27][C:5]([O:6][C:7]2[CH:12]=[CH:11][C:10]([F:13])=[CH:9][C:8]=2[NH:14][S:15]([C:18]2[CH:26]=[CH:25][C:21]([C:22]([OH:24])=O)=[CH:20][CH:19]=2)(=[O:17])=[O:16])=[CH:4][CH:3]=1.[N:29]1[CH:34]=[CH:33][CH:32]=[CH:31][C:30]=1[CH2:35][N:36]1[CH2:41][CH2:40][N:39]([CH2:42][CH2:43][NH2:44])[CH2:38][CH2:37]1. (3) Given the product [CH3:1][C:2]1[CH:11]=[CH:10][C:9]2[C:4](=[CH:5][CH:6]=[CH:7][C:8]=2[N:12]2[CH2:17][CH2:16][N:15]([CH2:18][CH2:19][C:20]3[CH:25]=[CH:24][CH:23]=[C:22]([N:26]4[CH:30]=[CH:29][CH:28]=[N:27]4)[CH:21]=3)[CH2:14][CH2:13]2)[N:3]=1, predict the reactants needed to synthesize it. The reactants are: [CH3:1][C:2]1[CH:11]=[CH:10][C:9]2[C:4](=[CH:5][CH:6]=[CH:7][C:8]=2[N:12]2[CH2:17][CH2:16][N:15]([C:18](=O)[CH2:19][C:20]3[CH:25]=[CH:24][CH:23]=[C:22]([N:26]4[CH:30]=[CH:29][CH:28]=[N:27]4)[CH:21]=3)[CH2:14][CH2:13]2)[N:3]=1.Cl. (4) Given the product [CH3:30][N:31]([CH3:35])[C:32]([N:15]1[C:16]2[CH:17]=[CH:18][C:10]([C:8]([N:5]3[CH2:6][CH2:7][CH:2]([CH3:1])[CH2:3][CH2:4]3)=[O:9])=[CH:11][C:12]=2[C:13]2[CH2:22][N:21]([C:23]([O:25][C:26]([CH3:28])([CH3:27])[CH3:29])=[O:24])[CH2:20][CH2:19][C:14]1=2)=[O:33], predict the reactants needed to synthesize it. The reactants are: [CH3:1][CH:2]1[CH2:7][CH2:6][N:5]([C:8]([C:10]2[CH:18]=[CH:17][C:16]3[NH:15][C:14]4[CH2:19][CH2:20][N:21]([C:23]([O:25][C:26]([CH3:29])([CH3:28])[CH3:27])=[O:24])[CH2:22][C:13]=4[C:12]=3[CH:11]=2)=[O:9])[CH2:4][CH2:3]1.[CH3:30][N:31]([CH3:35])[C:32](Cl)=[O:33]. (5) Given the product [C:3]([NH:2][N:1]=[C:7]([CH3:9])[C:6]([OH:11])=[O:10])(=[S:4])[NH2:5], predict the reactants needed to synthesize it. The reactants are: [NH2:1][NH:2][C:3]([NH2:5])=[S:4].[C:6]([OH:11])(=[O:10])[C:7]([CH3:9])=O. (6) Given the product [S:19]([NH:1][C:2]1[CH:9]=[CH:8][CH:7]=[C:6]([O:10][CH2:11][CH2:12][O:13][CH2:14][CH2:15][O:16][CH2:17][CH3:18])[C:3]=1[C:4]#[N:5])(=[O:22])(=[O:21])[NH2:20], predict the reactants needed to synthesize it. The reactants are: [NH2:1][C:2]1[CH:9]=[CH:8][CH:7]=[C:6]([O:10][CH2:11][CH2:12][O:13][CH2:14][CH2:15][O:16][CH2:17][CH3:18])[C:3]=1[C:4]#[N:5].[S:19](Cl)(=[O:22])(=[O:21])[NH2:20]. (7) Given the product [ClH:20].[NH2:16][CH2:15][CH2:14][C@H:11]1[CH2:12][CH2:13][C@H:8]([CH2:7][OH:6])[CH2:9][CH2:10]1, predict the reactants needed to synthesize it. The reactants are: C([SiH2][O:6][C:7](C)(C)[C@H:8]1[CH2:13][CH2:12][C@H:11]([CH2:14][C:15]#[N:16])[CH2:10][CH2:9]1)(C)(C)C.C(Cl)(Cl)[Cl:20].